This data is from Orexin1 receptor HTS with 218,158 compounds and 233 confirmed actives. The task is: Binary Classification. Given a drug SMILES string, predict its activity (active/inactive) in a high-throughput screening assay against a specified biological target. (1) The compound is S(=O)(=O)(/N=C1\c2c(C(=O)C(Sc3[nH]ncn3)=C1)cccc2)c1ccc(C(C)C)cc1. The result is 0 (inactive). (2) The compound is o1c(c(NC(=O)C)c2c1cccc2)C(=O)c1c(OC)ccc(OC)c1. The result is 0 (inactive). (3) The molecule is O1c2c(OC1)ccc(c2)C(OCC(=O)NC(c1ccccc1)C)=O. The result is 0 (inactive). (4) The compound is n12ncnc2nc(c(c1C)C\C=C\c1ccccc1)C. The result is 0 (inactive). (5) The compound is [O-]\C(c1ccc(C(C)(C)C)cc1)=C/[N+]#N. The result is 0 (inactive). (6) The drug is O(CCC)c1ccc(cc1)/C=C\C(=O)Nc1c(cc([N+]([O-])=O)cc1)C. The result is 0 (inactive).